Dataset: Forward reaction prediction with 1.9M reactions from USPTO patents (1976-2016). Task: Predict the product of the given reaction. (1) Given the reactants [N:1]1[CH:6]=[CH:5][C:4]([CH2:7][O:8][C:9]([NH:11][C:12]2[S:13][CH:14]=[C:15]([CH2:17][C:18]([OH:20])=O)[N:16]=2)=[O:10])=[CH:3][CH:2]=1.CCN(C(C)C)C(C)C.CCN=C=NCCCN(C)C.[CH:41]1[CH:42]=[CH:43][C:44]2[N:49](O)N=[N:47][C:45]=2[CH:46]=1.C1(N)C=CC=CC=1N, predict the reaction product. The product is: [N:1]1[CH:2]=[CH:3][C:4]([CH2:7][O:8][C:9](=[O:10])[NH:11][C:12]2[S:13][CH:14]=[C:15]([CH2:17][C:18]([NH:47][C:45]3[CH:46]=[CH:41][CH:42]=[CH:43][C:44]=3[NH2:49])=[O:20])[N:16]=2)=[CH:5][CH:6]=1. (2) Given the reactants C(N(CC)CC)C.[ClH:8].[CH2:9]([O:11][C:12](=[O:21])[CH2:13][CH2:14][CH:15]1[CH2:20][CH2:19][CH2:18][CH2:17][NH:16]1)[CH3:10].Cl[C:23]1[C:24]([CH3:34])=[C:25]([S:30](Cl)(=[O:32])=[O:31])[CH:26]=[C:27]([CH3:29])[CH:28]=1.O, predict the reaction product. The product is: [CH2:9]([O:11][C:12](=[O:21])[CH2:13][CH2:14][CH:15]1[CH2:20][CH2:19][CH2:18][CH2:17][N:16]1[S:30]([C:25]1[CH:26]=[C:27]([CH3:29])[C:28]([Cl:8])=[CH:23][C:24]=1[CH3:34])(=[O:32])=[O:31])[CH3:10].